This data is from Experimentally validated miRNA-target interactions with 360,000+ pairs, plus equal number of negative samples. The task is: Binary Classification. Given a miRNA mature sequence and a target amino acid sequence, predict their likelihood of interaction. The miRNA is hsa-miR-4715-5p with sequence AAGUUGGCUGCAGUUAAGGUGG. The protein sequence of the target gene is MATAQLSHCITIHKASKETVFPSQITNEHESLKMVKKLFATSISCITYLRGLFPESSYGERHLDDLSLKILREDKKCPGSLHIIRWIQGCFDALEKRYLRMAVLTLYTDPMGSEKVTEMYQFKFKYTKEGATMDFDSHSSSTSFESGTNNEDIKKASVLLIRKLYILMQDLEPLPNNVVLTMKLHYYNAVTPHDYQPLGFKEGVNSHFLLFDKEPINVQVGFVSTGFHSMKVKVMTEATKVIDLENNLFRENSTTEIAHQGLDCDEEEECNDHIQRMNFVCSQQSSECSRKKRKVSEPVK.... Result: 0 (no interaction).